Dataset: Catalyst prediction with 721,799 reactions and 888 catalyst types from USPTO. Task: Predict which catalyst facilitates the given reaction. (1) Reactant: [CH3:1][C:2]1([CH3:12])[CH:6]2[CH2:7][NH:8][CH2:9][CH2:10][N:5]2[C:4](=[O:11])[O:3]1.[F:13][C:14]1[CH:19]=[CH:18][C:17]([N:20]=[C:21]=[O:22])=[CH:16][CH:15]=1. Product: [F:13][C:14]1[CH:19]=[CH:18][C:17]([NH:20][C:21]([N:8]2[CH2:9][CH2:10][N:5]3[C:4](=[O:11])[O:3][C:2]([CH3:12])([CH3:1])[CH:6]3[CH2:7]2)=[O:22])=[CH:16][CH:15]=1. The catalyst class is: 7. (2) The catalyst class is: 20. Reactant: [C:1]([O:5][C:6]([NH:8][CH:9]([C@H:15]([CH2:22][O:23][CH3:24])[CH2:16][CH2:17][CH2:18][CH2:19][CH:20]=[CH2:21])[C:10]([O:12]CC)=[O:11])=[O:7])([CH3:4])([CH3:3])[CH3:2].CO.[Li+].[OH-]. Product: [C:1]([O:5][C:6]([NH:8][CH:9]([C@H:15]([CH2:22][O:23][CH3:24])[CH2:16][CH2:17][CH2:18][CH2:19][CH:20]=[CH2:21])[C:10]([OH:12])=[O:11])=[O:7])([CH3:4])([CH3:3])[CH3:2]. (3) Reactant: [C:1]([NH:8][CH2:9][C:10]#[CH:11])([O:3][C:4]([CH3:7])([CH3:6])[CH3:5])=[O:2].[Li]CCCC.CON(C)[C:20]([C:22]1[O:26][C:25]([C:27]2[CH:32]=[CH:31][CH:30]=[CH:29][CH:28]=2)=[N:24][C:23]=1[CH3:33])=[O:21]. Product: [C:4]([O:3][C:1](=[O:2])[NH:8][CH2:9][C:10]#[C:11][C:20]([C:22]1[O:26][C:25]([C:27]2[CH:28]=[CH:29][CH:30]=[CH:31][CH:32]=2)=[N:24][C:23]=1[CH3:33])=[O:21])([CH3:5])([CH3:6])[CH3:7]. The catalyst class is: 1.